From a dataset of Experimentally validated miRNA-target interactions with 360,000+ pairs, plus equal number of negative samples. Binary Classification. Given a miRNA mature sequence and a target amino acid sequence, predict their likelihood of interaction. (1) The miRNA is hsa-miR-6730-3p with sequence CCUGACACCCCAUCUGCCCUCA. The protein sequence of the target gene is MVIQKEKKSCGQVVEEWKEFVWNPRTHQFMGRTGTSWAFILLFYLVFYGFLTAMFTLTMWVMLQTVSDHTPKYQDRLATPGLMIRPKTENLDVIVNVSDTESWDQHVQKLNKFLEPYNDSIQAQKNDVCRPGRYYEQPDNGVLNYPKRACQFNRTQLGNCSGIGDSTHYGYSTGQPCVFIKMNRVINFYAGANQSMNVTCAGKRDEDAENLGNFVMFPANGNIDLMYFPYYGKKFHVNYTQPLVAVKFLNVTPNVEVNVECRINAANIATDDERDKFAGRVAFKLRINKT. Result: 0 (no interaction). (2) The miRNA is mmu-miR-329-3p with sequence AACACACCCAGCUAACCUUUUU. The protein sequence of the target gene is MAVPTNSCLLVCLLTLTVLQLPTLDSAAPFDVTAPQEPVLALVGSDAELTCGFSPNASSEYMELLWFRQTRSTAVLLYRDGQEQEGQQMTEYRGRATLATAGLLDGRATLLIRDVRVSDQGEYRCLFKDNDDFEEAAVYLKVAAVGSDPQISMTVQENGEMELECTSSGWYPEPQVQWRTGNREMLPSTSESKKHNEEGLFTVAVSMMIRDSSIKNMSCCIQNILLGQGKEVEISLPAPFVPRLTPWIVAVAIILLALGFLTIGSIFFTWKLYKERSSLRKKEFGSKERLLEELRCKKTV.... Result: 1 (interaction). (3) The miRNA is hsa-miR-4782-3p with sequence UGAUUGUCUUCAUAUCUAGAAC. The protein sequence of the target gene is MNGEEEFFDAVTGFDSDNSSGEFSEANQKVTGMIDLDTSKNNRIGKTGERPSQENGIQKHRTSLPAPMFSRSDFSVWTILKKCVGLELSKITMPIAFNEPLSFLQRITEYMEHVYLIHRASCQPQPLERMQSVAAFAVSAVASQWERTGKPFNPLLGETYELIREDLGFRFISEQVSHHPPISAFHSEGLNHDFLFHGSIYPKLKFWGKSVEAEPRGTITLELLKHNEAYTWTNPTCCVHNVIIGKLWIEQYGTVEILNHRTGHKCVLHFKPCGLFGKELHKVEGHIQDKNKKKLFMIYG.... Result: 0 (no interaction). (4) The miRNA is hsa-miR-30e-5p with sequence UGUAAACAUCCUUGACUGGAAG. The protein sequence of the target gene is MKVARFQKIPNGENETMIPVLTSKKASELPVSEVASILQADLQNGLNKCEVSHRRAFHGWNEFDISEDEPLWKKYISQFKNPLIMLLLASAVISVLMHQFDDAVSITVAILIVVTVAFVQEYRSEKSLEELSKLVPPECHCVREGKLEHTLARDLVPGDTVCLSVGDRVPADLRLFEAVDLSIDESSLTGETTPCSKVTAPQPAATNGDLASRSNIAFMGTLVRCGKAKGVVIGTGENSEFGEVFKMMQAEEAPKTPLQKSMDLLGKQLSFYSFGIIGIIMLVGWLLGKDILEMFTISVS.... Result: 0 (no interaction). (5) The miRNA is hsa-miR-6074 with sequence GAUAUUCAGAGGCUAGGUGG. The protein sequence of the target gene is MAMKAVCVLKGDGPVQGVIHFEQKASGEPVVVSGQITGLTEGEHGFHVHQYGDNTQGCTTAGPHFNPHSKKHGGPADEERHVGDLGNVAAGKDGVANVSIEDRVISLSGEHSIIGRTMVVHEKQDDLGKGGNEESTKTGNAGSRLACGVIGIAQ. Result: 0 (no interaction). (6) The miRNA is hsa-miR-138-5p with sequence AGCUGGUGUUGUGAAUCAGGCCG. The protein sequence of the target gene is MGEIKVSPDYNWFRSTVPLKKIIVDDDDSKIWSLYDAGPRSIRCPLIFLPPVSGTADVFFQQILALTGWGYRVIALQYPVYWDHLEFCDGFRKLLDHLQLDKVHLFGASLGGFLAQKFAEYTHKSPRVHSLILCNAFSDTSIFNQTWTANSFWLMPAFMLKKIVLGNFSSGPVDPMMADAIDFMVDRLESLGQSELASRLTLNCQNSYVEPHKIRDIPVTIMDVFDQSALSTEAKEEMYKLYPNARRAHLKTGGNFPYLCRSAEVNLYVQIHLLQFHGTKYAAIDPSVVSAEELEVQKGR.... Result: 0 (no interaction).